From a dataset of Full USPTO retrosynthesis dataset with 1.9M reactions from patents (1976-2016). Predict the reactants needed to synthesize the given product. (1) Given the product [CH:47]([OH:48])=[O:61].[C:1]([C:5]1[CH:9]=[C:8]([NH:10][C:11]([NH:13][C@@H:14]2[C:23]3[C:18](=[CH:19][CH:20]=[CH:21][CH:22]=3)[C@H:17]([O:24][C:25]3[CH:26]=[CH:27][C:28]4[N:29]([C:31]([N:34]5[CH2:38][CH2:37][CH2:36][C@@H:35]5[CH3:39])=[N:32][N:33]=4)[CH:30]=3)[CH2:16][CH2:15]2)=[O:12])[N:7]([C:40]2[CH:41]=[CH:42][C:43]([Cl:54])=[C:44]([O:45][CH2:46][CH2:47][N:56]([CH3:57])[CH3:55])[CH:53]=2)[N:6]=1)([CH3:4])([CH3:3])[CH3:2], predict the reactants needed to synthesize it. The reactants are: [C:1]([C:5]1[CH:9]=[C:8]([NH:10][C:11]([NH:13][C@@H:14]2[C:23]3[C:18](=[CH:19][CH:20]=[CH:21][CH:22]=3)[C@H:17]([O:24][C:25]3[CH:26]=[CH:27][C:28]4[N:29]([C:31]([N:34]5[CH2:38][CH2:37][CH2:36][C@@H:35]5[CH3:39])=[N:32][N:33]=4)[CH:30]=3)[CH2:16][CH2:15]2)=[O:12])[N:7]([C:40]2[CH:41]=[CH:42][C:43]([Cl:54])=[C:44]([CH:53]=2)[O:45][CH2:46][CH2:47][O:48]S(C)(=O)=O)[N:6]=1)([CH3:4])([CH3:3])[CH3:2].[CH3:55][NH:56][CH3:57].C1C[O:61]CC1. (2) Given the product [F:2][C@@H:3]1[CH2:7][N:6]([C:28]2[CH:29]=[CH:30][C:31]([N+:34]([O-:36])=[O:35])=[N:32][CH:33]=2)[C@@H:5]([C:8]2[CH:13]=[C:12]([F:14])[CH:11]=[CH:10][C:9]=2[O:15][C@H:16]2[CH2:20][CH2:19][O:18][CH2:17]2)[CH2:4]1, predict the reactants needed to synthesize it. The reactants are: Cl.[F:2][C@@H:3]1[CH2:7][NH:6][C@@H:5]([C:8]2[CH:13]=[C:12]([F:14])[CH:11]=[CH:10][C:9]=2[O:15][CH:16]2[CH2:20][CH2:19][O:18][CH2:17]2)[CH2:4]1.C([O-])([O-])=O.[K+].[K+].F[C:28]1[CH:29]=[CH:30][C:31]([N+:34]([O-:36])=[O:35])=[N:32][CH:33]=1.O. (3) Given the product [NH2:24][C:25]1[C:30]([CH:31]=[O:32])=[C:29]([N:17]2[CH2:18][CH2:19][CH:14]([C:10]3[N:11]([CH3:13])[CH:12]=[C:8]([C:5]4[CH:6]=[CH:7][C:2]([F:1])=[C:3]([C:20]([F:21])([F:22])[F:23])[CH:4]=4)[N:9]=3)[CH2:15][CH2:16]2)[N:28]=[CH:27][N:26]=1, predict the reactants needed to synthesize it. The reactants are: [F:1][C:2]1[CH:7]=[CH:6][C:5]([C:8]2[N:9]=[C:10]([CH:14]3[CH2:19][CH2:18][NH:17][CH2:16][CH2:15]3)[N:11]([CH3:13])[CH:12]=2)=[CH:4][C:3]=1[C:20]([F:23])([F:22])[F:21].[NH2:24][C:25]1[C:30]([CH:31]=[O:32])=[C:29](Cl)[N:28]=[CH:27][N:26]=1.CCN(C(C)C)C(C)C.O. (4) Given the product [NH2:8][C:9]1[CH:10]=[C:11]2[C:15](=[CH:16][CH:17]=1)[NH:14][CH:13]=[C:12]2[CH2:18][C:19]([O:21][CH3:22])=[O:20], predict the reactants needed to synthesize it. The reactants are: C(OC([NH:8][C:9]1[CH:10]=[C:11]2[C:15](=[CH:16][CH:17]=1)[NH:14][CH:13]=[C:12]2[CH2:18][C:19]([O:21][CH3:22])=[O:20])=O)(C)(C)C.C(O)(C(F)(F)F)=O. (5) Given the product [F:18][C:15]1[CH:16]=[CH:17][C:12]([C@@H:11]2[CH2:10][CH2:9][N:8]([CH3:20])[CH2:7][C@H:6]2[CH2:4][OH:3])=[CH:13][CH:14]=1, predict the reactants needed to synthesize it. The reactants are: C([O:3][C:4]([C@H:6]1[C@H:11]([C:12]2[CH:17]=[CH:16][C:15]([F:18])=[CH:14][CH:13]=2)[CH2:10][C:9](=O)[N:8]([CH3:20])[C:7]1=O)=O)C.C1(C)C=CC=CC=1.O.[OH-].[Na+]. (6) The reactants are: [CH3:1][CH:2]([CH3:21])[CH2:3][C:4]1[CH:11]=[CH:10][C:9](B2OC(C)(C)C(C)(C)O2)=[CH:8][C:5]=1[C:6]#[N:7].[Br:22][C:23]1[N:27]=[C:26](Cl)[S:25][N:24]=1.P([O-])([O-])([O-])=O.[K+].[K+].[K+]. Given the product [Br:22][C:23]1[N:27]=[C:26]([C:9]2[CH:10]=[CH:11][C:4]([CH2:3][CH:2]([CH3:1])[CH3:21])=[C:5]([CH:8]=2)[C:6]#[N:7])[S:25][N:24]=1, predict the reactants needed to synthesize it. (7) Given the product [F:10][C:9]1[C:8]([O:11][CH3:12])=[CH:7][C:6]([O:13][CH3:14])=[C:5]([F:15])[C:4]=1[C:3]([OH:16])=[O:2], predict the reactants needed to synthesize it. The reactants are: C[O:2][C:3](=[O:16])[C:4]1[C:9]([F:10])=[C:8]([O:11][CH3:12])[CH:7]=[C:6]([O:13][CH3:14])[C:5]=1[F:15].[OH-].[Na+]. (8) Given the product [C:27]([O:4][C:3]([CH:2]1[CH2:6][CH:7]([OH:8])[CH2:9][N:1]1[C:10]([O:12][CH2:13][C:14]1[CH:19]=[CH:18][CH:17]=[CH:16][CH:15]=1)=[O:11])=[O:5])([CH3:30])([CH3:29])[CH3:28], predict the reactants needed to synthesize it. The reactants are: [N:1]1([C:10]([O:12][CH2:13][C:14]2[CH:19]=[CH:18][CH:17]=[CH:16][CH:15]=2)=[O:11])[CH2:9][C@H:7]([OH:8])[CH2:6][C@H:2]1[C:3]([OH:5])=[O:4].C([O-])([O-])=O.[K+].[K+].Br[C:27]([CH3:30])([CH3:29])[CH3:28]. (9) Given the product [C:23]([O:22][C:20]([N:17]1[CH2:18][CH2:19][N:14]([C:10]2[C:9]3[C:5]([S:2]([NH:34][C:33]4[CH:35]=[CH:36][C:30]([CH:27]([CH3:29])[CH3:28])=[CH:31][CH:32]=4)(=[O:4])=[O:3])=[CH:6][S:7][C:8]=3[CH:13]=[CH:12][N:11]=2)[CH2:15][CH2:16]1)=[O:21])([CH3:26])([CH3:25])[CH3:24], predict the reactants needed to synthesize it. The reactants are: Cl[S:2]([C:5]1[C:9]2[C:10]([N:14]3[CH2:19][CH2:18][N:17]([C:20]([O:22][C:23]([CH3:26])([CH3:25])[CH3:24])=[O:21])[CH2:16][CH2:15]3)=[N:11][CH:12]=[CH:13][C:8]=2[S:7][CH:6]=1)(=[O:4])=[O:3].[CH:27]([C:30]1[CH:36]=[CH:35][C:33]([NH2:34])=[CH:32][CH:31]=1)([CH3:29])[CH3:28].